Dataset: Forward reaction prediction with 1.9M reactions from USPTO patents (1976-2016). Task: Predict the product of the given reaction. The product is: [CH3:33][O:34][C:35]1[CH:36]=[C:37]2[C:41](=[CH:42][CH:43]=1)[NH:40][C:39]([CH3:44])=[C:38]2[CH2:45][C:46]([NH:48][C@@H:49]([CH2:53][CH2:54][CH2:55][CH2:56][CH2:57][C:58](=[O:60])[CH3:59])[C:50]([NH:11][C:3]1[CH:2]=[N:1][C:10]2[C:5]([CH:4]=1)=[CH:6][CH:7]=[CH:8][CH:9]=2)=[O:51])=[O:47]. Given the reactants [N:1]1[C:10]2[C:5](=[CH:6][CH:7]=[CH:8][CH:9]=2)[CH:4]=[C:3]([NH2:11])[CH:2]=1.C1C=CC2N(O)N=NC=2C=1.CCN=C=NCCCN(C)C.[CH3:33][O:34][C:35]1[CH:36]=[C:37]2[C:41](=[CH:42][CH:43]=1)[NH:40][C:39]([CH3:44])=[C:38]2[CH2:45][C:46]([NH:48][C@@H:49]([CH2:53][CH2:54][CH2:55][CH2:56][CH2:57][C:58](=[O:60])[CH3:59])[C:50](O)=[O:51])=[O:47], predict the reaction product.